This data is from Full USPTO retrosynthesis dataset with 1.9M reactions from patents (1976-2016). The task is: Predict the reactants needed to synthesize the given product. Given the product [Cl:8][CH:10]1[CH2:9][C:12]2([CH2:16][CH2:15][C@@H:14]([C:17]([O:19][CH2:20][C:21]3[CH:26]=[CH:25][CH:24]=[CH:23][CH:22]=3)=[O:18])[CH2:13]2)[NH:27][CH2:11]1, predict the reactants needed to synthesize it. The reactants are: C1([Se][Cl:8])C=CC=CC=1.[CH2:9]([C:12]1([NH2:27])[CH2:16][CH2:15][C@@H:14]([C:17]([O:19][CH2:20][C:21]2[CH:26]=[CH:25][CH:24]=[CH:23][CH:22]=2)=[O:18])[CH2:13]1)[CH:10]=[CH2:11].